This data is from Catalyst prediction with 721,799 reactions and 888 catalyst types from USPTO. The task is: Predict which catalyst facilitates the given reaction. Reactant: [C:1]1([OH:7])[CH:6]=[CH:5][CH:4]=[CH:3][CH:2]=1.CC(C)([O-])C.[K+].I[C:15]1[CH:16]=[CH:17][C:18]2[N:19]([CH:21]=[C:22]([NH:24][C:25]([CH:27]3[CH2:29][CH2:28]3)=[O:26])[N:23]=2)[N:20]=1.C(=O)([O-])[O-].[K+].[K+]. Product: [O:7]([C:15]1[CH:16]=[CH:17][C:18]2[N:19]([CH:21]=[C:22]([NH:24][C:25]([CH:27]3[CH2:28][CH2:29]3)=[O:26])[N:23]=2)[N:20]=1)[C:1]1[CH:6]=[CH:5][CH:4]=[CH:3][CH:2]=1. The catalyst class is: 9.